Predict hERG channel inhibition at various concentrations. From a dataset of hERG Central: cardiac toxicity at 1µM, 10µM, and general inhibition. (1) The compound is CCCCCCC[N+](CC)(CC)CCCCc1ccc(Cl)cc1.Cc1ccc(S(=O)(=O)[O-])cc1. Results: hERG_inhib (hERG inhibition (general)): blocker. (2) The compound is N#Cc1ccsc1NC(=O)CN1CCN(Cc2ccccc2)CC1. Results: hERG_inhib (hERG inhibition (general)): blocker. (3) The drug is CSc1ccccc1OCc1cc(C(=O)N2CCC(c3ccncc3)CC2)no1. Results: hERG_inhib (hERG inhibition (general)): blocker.